From a dataset of Full USPTO retrosynthesis dataset with 1.9M reactions from patents (1976-2016). Predict the reactants needed to synthesize the given product. (1) Given the product [CH2:14]([C:16]1[CH:21]=[C:20]([C:6]([C:5]2[CH:9]=[CH:10][C:11]([O:12][CH3:13])=[C:3]([O:2][CH3:1])[CH:4]=2)=[O:7])[CH:19]=[CH:18][C:17]=1[CH2:22][CH3:23])[CH3:15], predict the reactants needed to synthesize it. The reactants are: [CH3:1][O:2][C:3]1[CH:4]=[C:5]([CH:9]=[CH:10][C:11]=1[O:12][CH3:13])[C:6](Cl)=[O:7].[CH2:14]([C:16]1[CH:21]=[CH:20][CH:19]=[CH:18][C:17]=1[CH2:22][CH3:23])[CH3:15].[Cl-].[Al+3].[Cl-].[Cl-].COC1C=C(C(C2C=CC(OC)=CC=2)=CC#N)C=CC=1OC. (2) Given the product [Cl:1][C:2]1[CH:7]=[CH:6][CH:5]=[CH:4][C:3]=1[C:8]1[O:12][N:11]=[CH:10][C:9]=1[C:13]([N:32]1[CH2:33][CH2:34][CH:30]([C:27]2[CH:28]=[CH:29][C:24]([C:23]([F:22])([F:35])[F:36])=[CH:25][CH:26]=2)[CH2:31]1)=[O:15], predict the reactants needed to synthesize it. The reactants are: [Cl:1][C:2]1[CH:7]=[CH:6][CH:5]=[CH:4][C:3]=1[C:8]1[O:12][N:11]=[CH:10][C:9]=1[C:13]([OH:15])=O.C(O)(=O)C(O)=O.[F:22][C:23]([F:36])([F:35])[C:24]1[CH:29]=[CH:28][C:27]([CH:30]2[CH2:34][CH2:33][NH:32][CH2:31]2)=[CH:26][CH:25]=1. (3) Given the product [OH:16][CH2:17][CH2:18][O:19][C:20]1[CH:25]=[CH:24][C:23]([O:26][C:2]2[CH:9]=[CH:8][C:7]([I:10])=[CH:6][C:3]=2[CH:4]=[O:5])=[CH:22][CH:21]=1, predict the reactants needed to synthesize it. The reactants are: F[C:2]1[CH:9]=[CH:8][C:7]([I:10])=[CH:6][C:3]=1[CH:4]=[O:5].C([Si](C)(C)[O:16][CH2:17][CH2:18][O:19][C:20]1[CH:25]=[CH:24][C:23]([OH:26])=[CH:22][CH:21]=1)(C)(C)C.C([O-])([O-])=O.[K+].[K+]. (4) Given the product [NH2:1][C:2]1[C:11]2[C:6](=[CH:7][CH:8]=[CH:9][CH:10]=2)[CH:5]=[CH:4][C:3]=1[C:12](=[O:24])[C:20]1[CH:19]=[CH:18][CH:17]=[C:16]([O:15][CH3:14])[CH:21]=1, predict the reactants needed to synthesize it. The reactants are: [NH2:1][C:2]1[C:11]2[C:6](=[CH:7][CH:8]=[CH:9][CH:10]=2)[CH:5]=[CH:4][C:3]=1[C:12]#N.[CH3:14][O:15][C:16]1[CH:17]=[C:18]([Mg]Br)[CH:19]=[CH:20][CH:21]=1.[O:24]1CCCC1.Cl.C(=O)([O-])[O-].[K+].[K+]. (5) Given the product [C:1]([O:5][C:6](=[O:23])[NH:7][C:8]1[CH:21]=[CH:20][C:19]2[S:18][C:17]3[C:12](=[CH:13][CH:14]=[CH:15][C:16]=3[S:26]([C:25]([F:38])([F:37])[F:24])(=[O:28])=[O:27])[CH2:11][C:10]=2[CH:9]=1)([CH3:4])([CH3:3])[CH3:2], predict the reactants needed to synthesize it. The reactants are: [C:1]([O:5][C:6](=[O:23])[NH:7][C:8]1[CH:21]=[CH:20][C:19]2[S:18][C:17]3[C:12](=[CH:13][CH:14]=[CH:15][C:16]=3O)[CH2:11][C:10]=2[CH:9]=1)([CH3:4])([CH3:3])[CH3:2].[F:24][C:25]([F:38])([F:37])[S:26](O[S:26]([C:25]([F:38])([F:37])[F:24])(=[O:28])=[O:27])(=[O:28])=[O:27].O. (6) Given the product [N:11]1([C:5]2[CH:4]=[CH:3][C:2]([Br:1])=[CH:9][C:6]=2[CH:7]=[O:8])[CH2:17][CH2:16][CH2:15][CH2:14][CH2:13][CH2:12]1, predict the reactants needed to synthesize it. The reactants are: [Br:1][C:2]1[CH:3]=[CH:4][C:5](F)=[C:6]([CH:9]=1)[CH:7]=[O:8].[NH:11]1[CH2:17][CH2:16][CH2:15][CH2:14][CH2:13][CH2:12]1.C(=O)([O-])[O-].[K+].[K+].O. (7) Given the product [Cl:1][C:2]1[CH:3]=[C:4]([CH:5]=[CH:6][C:7]=1[CH:8]([CH3:22])[C:9]([C:15]1[CH:20]=[CH:19][N:18]=[C:17]([Cl:21])[CH:16]=1)([OH:14])[C:10]([F:13])([F:12])[F:11])[O:23][C:25]([CH3:30])([CH3:29])[C:26]([NH2:28])=[O:27], predict the reactants needed to synthesize it. The reactants are: [Cl:1][C:2]1[CH:3]=[C:4]([OH:23])[CH:5]=[CH:6][C:7]=1[CH:8]([CH3:22])[C:9]([C:15]1[CH:20]=[CH:19][N:18]=[C:17]([Cl:21])[CH:16]=1)([OH:14])[C:10]([F:13])([F:12])[F:11].Br[C:25]([CH3:30])([CH3:29])[C:26]([NH2:28])=[O:27].[OH-].[Na+].Cl. (8) Given the product [Br:1][C:2]1[S:6][C:5]([C:7]2[CH:8]=[CH:9][N:10]([CH3:13])[N:11]=2)=[CH:4][CH:3]=1, predict the reactants needed to synthesize it. The reactants are: [Br:1][C:2]1[S:6][C:5]([C:7]2[N:11](C)[N:10]=[CH:9][CH:8]=2)=[CH:4][CH:3]=1.[CH2:13](Cl)Cl. (9) Given the product [OH:7][C@@H:8]1[CH2:12][N:11]([C:13](=[O:15])[CH3:14])[C@@H:10]([C:16]2[C:30]([O:31][C:32]3[CH:33]=[CH:34][C:35]([S:38]([CH3:41])(=[O:39])=[O:40])=[CH:36][CH:37]=3)=[CH:29][C:19]3[N:20]=[C:21]([C:23]4[CH:28]=[CH:27][CH:26]=[CH:25][N:24]=4)[NH:22][C:18]=3[CH:17]=2)[CH2:9]1, predict the reactants needed to synthesize it. The reactants are: C[O-].[Na+].C([O:7][C@@H:8]1[CH2:12][N:11]([C:13](=[O:15])[CH3:14])[C@@H:10]([C:16]2[C:30]([O:31][C:32]3[CH:37]=[CH:36][C:35]([S:38]([CH3:41])(=[O:40])=[O:39])=[CH:34][CH:33]=3)=[CH:29][C:19]3[N:20]=[C:21]([C:23]4[CH:28]=[CH:27][CH:26]=[CH:25][N:24]=4)[NH:22][C:18]=3[CH:17]=2)[CH2:9]1)(=O)C.